Dataset: Forward reaction prediction with 1.9M reactions from USPTO patents (1976-2016). Task: Predict the product of the given reaction. (1) The product is: [CH3:23][N:19]1[CH:20]=[CH:21][N:22]=[C:18]1[NH:15][C:11]1[CH:12]=[CH:13][CH:14]=[C:9]([B:4]2[O:3][C:2]([CH3:16])([CH3:1])[C:6]([CH3:7])([CH3:8])[O:5]2)[CH:10]=1. Given the reactants [CH3:1][C:2]1([CH3:16])[C:6]([CH3:8])([CH3:7])[O:5][B:4]([C:9]2[CH:10]=[C:11]([NH2:15])[CH:12]=[CH:13][CH:14]=2)[O:3]1.Br[C:18]1[N:19]([CH3:23])[CH:20]=[CH:21][N:22]=1, predict the reaction product. (2) Given the reactants [CH3:1][N:2]1[C:10]2[C@@:9]3([CH3:14])[C:11]([CH3:13])([CH3:12])[C@H:6]([CH2:7][CH2:8]3)[C:5]=2[C:4](=[O:15])[NH:3]1.[F:16][C:17]1[CH:24]=[CH:23][C:20]([CH2:21]Br)=[CH:19][CH:18]=1, predict the reaction product. The product is: [F:16][C:17]1[CH:24]=[CH:23][C:20]([CH2:21][N:3]2[C:4](=[O:15])[C:5]3[C@@H:6]4[C:11]([CH3:12])([CH3:13])[C@@:9]([CH3:14])([CH2:8][CH2:7]4)[C:10]=3[N:2]2[CH3:1])=[CH:19][CH:18]=1. (3) Given the reactants [C:1]([CH:3]1[CH2:8][CH2:7][N:6]([C:9](=[O:44])[C@H:10]([NH:14][C:15]([C:17]2[C:25]3[C:20](=[N:21][CH:22]=[C:23]([C:26]4[C:34]5[C:29](=[CH:30][CH:31]=[CH:32][CH:33]=5)[N:28]([CH3:35])[N:27]=4)[N:24]=3)[N:19](COCC[Si](C)(C)C)[CH:18]=2)=[O:16])[CH:11]2[CH2:13][CH2:12]2)[CH2:5][CH2:4]1)#[N:2].FC(F)(F)C(O)=O.C(N)CN, predict the reaction product. The product is: [C:1]([CH:3]1[CH2:4][CH2:5][N:6]([C:9](=[O:44])[C@H:10]([NH:14][C:15]([C:17]2[C:25]3[C:20](=[N:21][CH:22]=[C:23]([C:26]4[C:34]5[C:29](=[CH:30][CH:31]=[CH:32][CH:33]=5)[N:28]([CH3:35])[N:27]=4)[N:24]=3)[NH:19][CH:18]=2)=[O:16])[CH:11]2[CH2:13][CH2:12]2)[CH2:7][CH2:8]1)#[N:2]. (4) Given the reactants [Si:1]([O:8][CH:9]1[CH2:14][CH2:13][CH:12]([CH2:15][C:16]([O-:18])=[O:17])[CH2:11][CH2:10]1)([C:4]([CH3:7])([CH3:6])[CH3:5])([CH3:3])[CH3:2].[OH-].[Na+].OS([O-])(=O)=O.[K+], predict the reaction product. The product is: [C:4]([Si:1]([CH3:2])([CH3:3])[O:8][CH:9]1[CH2:14][CH2:13][CH:12]([CH2:15][C:16]([OH:18])=[O:17])[CH2:11][CH2:10]1)([CH3:7])([CH3:6])[CH3:5]. (5) Given the reactants [F:1][C:2]([F:21])([F:20])[CH:3]1[CH2:7][CH2:6][CH2:5][N:4]1[C:8]1[CH:9]=[CH:10][C:11]2[N:12]([C:14]([C:17](O)=[O:18])=[CH:15][N:16]=2)[N:13]=1.N[C:23]1[N:28]=[CH:27][CH:26]=[CH:25][N:24]=1.O.CC([N:33](C)C)=O, predict the reaction product. The product is: [N:24]1[CH:25]=[CH:26][C:27]([NH:33][C:17]([C:14]2[N:12]3[N:13]=[C:8]([N:4]4[CH2:5][CH2:6][CH2:7][CH:3]4[C:2]([F:21])([F:20])[F:1])[CH:9]=[CH:10][C:11]3=[N:16][CH:15]=2)=[O:18])=[N:28][CH:23]=1. (6) Given the reactants [CH3:1][C:2]1[CH:3]=[CH:4][C:5]([N+:11]([O-:13])=[O:12])=[C:6]([CH:10]=1)[C:7]([OH:9])=O.C(Cl)(=O)C(Cl)=O.[NH2:20][C:21]1[CH:26]=[CH:25][C:24]([Cl:27])=[CH:23][N:22]=1.N1C=CC=CC=1, predict the reaction product. The product is: [Cl:27][C:24]1[CH:25]=[CH:26][C:21]([NH:20][C:7](=[O:9])[C:6]2[CH:10]=[C:2]([CH3:1])[CH:3]=[CH:4][C:5]=2[N+:11]([O-:13])=[O:12])=[N:22][CH:23]=1. (7) Given the reactants [O:1]=[C:2]1[C@H:8]([CH2:9][C:10](O)=[O:11])[CH2:7][C:6]2[CH:13]=[CH:14][C:15]([O:17][CH2:18][CH2:19][C:20]3[N:21]=[C:22]4[N:27](C(OC(C)(C)C)=O)[CH2:26][CH2:25][CH2:24][N:23]4[CH:35]=3)=[CH:16][C:5]=2[CH2:4][N:3]1[CH2:36][C:37]([F:40])([F:39])[F:38].[CH2:41]([OH:52])[CH2:42][CH2:43][CH2:44][CH2:45][CH2:46][CH2:47][CH2:48][CH2:49][CH2:50][CH3:51].[ClH:53].O1CCOCC1, predict the reaction product. The product is: [ClH:53].[O:1]=[C:2]1[C@H:8]([CH2:9][C:10]([O:52][CH2:41][CH2:42][CH2:43][CH2:44][CH2:45][CH2:46][CH2:47][CH2:48][CH2:49][CH2:50][CH3:51])=[O:11])[CH2:7][C:6]2[CH:13]=[CH:14][C:15]([O:17][CH2:18][CH2:19][C:20]3[N:21]=[C:22]4[NH:27][CH2:26][CH2:25][CH2:24][N:23]4[CH:35]=3)=[CH:16][C:5]=2[CH2:4][N:3]1[CH2:36][C:37]([F:38])([F:40])[F:39]. (8) Given the reactants C([Li])CCC.[C:6]([C:8]1[C:12]([C:13]2[CH:18]=[CH:17][C:16]([C:19]#[N:20])=[CH:15][CH:14]=2)=[C:11]([CH3:21])[N:10](C(OC(C)(C)C)=O)[C:9]=1I)#[N:7].[CH3:30][S:31]SC.[Cl-].[Na+], predict the reaction product. The product is: [C:19]([C:16]1[CH:17]=[CH:18][C:13]([C:12]2[C:8]([C:6]#[N:7])=[C:9]([S:31][CH3:30])[NH:10][C:11]=2[CH3:21])=[CH:14][CH:15]=1)#[N:20].